Dataset: Catalyst prediction with 721,799 reactions and 888 catalyst types from USPTO. Task: Predict which catalyst facilitates the given reaction. (1) Reactant: [Cl:1][C:2]1[CH:3]=[C:4]([Cl:30])[C:5]2[N:10]=[C:9]([C:11]3[N:15]([C:16]4[C:21]([Cl:22])=[CH:20][CH:19]=[CH:18][N:17]=4)[N:14]=[C:13]([O:23][S:24]([CH3:27])(=[O:26])=[O:25])[CH:12]=3)[O:8][C:7](=[O:28])[C:6]=2[CH:29]=1.[CH3:31][NH2:32]. Product: [Cl:22][C:21]1[C:16]([N:15]2[C:11]([C:9]([NH:10][C:5]3[C:6]([C:7]([NH:32][CH3:31])=[O:28])=[CH:29][C:2]([Cl:1])=[CH:3][C:4]=3[Cl:30])=[O:8])=[CH:12][C:13]([O:23][S:24]([CH3:27])(=[O:26])=[O:25])=[N:14]2)=[N:17][CH:18]=[CH:19][CH:20]=1. The catalyst class is: 10. (2) Reactant: [NH:1]1[CH:5]=[CH:4][CH:3]=[N:2]1.[H-].[Na+].[Cl:8][C:9]1[CH:10]=[C:11]([C:16]2([C:30]([F:33])([F:32])[F:31])[O:20][N:19]=[C:18]([C:21]3[CH:22]=[CH:23][C:24](F)=[C:25]([CH:28]=3)[C:26]#[N:27])[CH2:17]2)[CH:12]=[C:13]([Cl:15])[CH:14]=1.O. The catalyst class is: 39. Product: [Cl:8][C:9]1[CH:10]=[C:11]([C:16]2([C:30]([F:32])([F:31])[F:33])[O:20][N:19]=[C:18]([C:21]3[CH:22]=[CH:23][C:24]([N:1]4[CH:5]=[CH:4][CH:3]=[N:2]4)=[C:25]([CH:28]=3)[C:26]#[N:27])[CH2:17]2)[CH:12]=[C:13]([Cl:15])[CH:14]=1.